Predict the reaction yield, written as a fraction of the theoretical maximum amount of product (1.0 means a 100% yield; for example, 0.34 means a 34% yield). From a dataset of Reaction yield outcomes from USPTO patents with 853,638 reactions. (1) The reactants are C(OC([N:8]1[CH2:13][CH2:12][CH:11]([N:14]2[CH2:18][CH2:17][C@H:16]([O:19][C:20]3[CH:21]=[N:22][C:23]([S:26]([CH3:29])(=[O:28])=[O:27])=[CH:24][CH:25]=3)[C:15]2=[O:30])[CH2:10][CH2:9]1)=O)(C)(C)C.[ClH:31]. The catalyst is C(Cl)Cl.O1CCOCC1. The product is [ClH:31].[CH3:29][S:26]([C:23]1[N:22]=[CH:21][C:20]([O:19][C@H:16]2[CH2:17][CH2:18][N:14]([CH:11]3[CH2:12][CH2:13][NH:8][CH2:9][CH2:10]3)[C:15]2=[O:30])=[CH:25][CH:24]=1)(=[O:27])=[O:28]. The yield is 0.940. (2) The reactants are [Cl:1][C:2]1[CH:18]=[CH:17][C:5]([C:6]([C:8]2[CH2:13][CH2:12][CH2:11][CH2:10][C:9]=2[C:14]([OH:16])=O)=[O:7])=[CH:4][CH:3]=1.Cl.[N+:20]([C:23]1[CH:30]=[CH:29][C:26]([CH2:27][NH2:28])=[CH:25][CH:24]=1)([O-:22])=[O:21]. No catalyst specified. The product is [Cl:1][C:2]1[CH:3]=[CH:4][C:5]([C:6]2([OH:7])[C:8]3[CH2:13][CH2:12][CH2:11][CH2:10][C:9]=3[C:14](=[O:16])[N:28]2[CH2:27][C:26]2[CH:25]=[CH:24][C:23]([N+:20]([O-:22])=[O:21])=[CH:30][CH:29]=2)=[CH:17][CH:18]=1. The yield is 0.440. (3) The reactants are [CH3:1][C:2]1[NH:6][N:5]=[C:4]([C:7]2[O:11][N:10]=[C:9]([C:12]3[CH:17]=[CH:16][C:15]([O:18][C:19]([F:22])([F:21])[F:20])=[CH:14][CH:13]=3)[CH:8]=2)[N:3]=1.[Br:23][C:24]1[CH:29]=[CH:28][CH:27]=[C:26]([CH2:30]Br)[CH:25]=1.C([O-])([O-])=O.[K+].[K+]. The catalyst is CN(C=O)C.O. The product is [Br:23][C:24]1[CH:25]=[C:26]([CH:27]=[CH:28][CH:29]=1)[CH2:30][N:6]1[C:2]([CH3:1])=[N:3][C:4]([C:7]2[O:11][N:10]=[C:9]([C:12]3[CH:13]=[CH:14][C:15]([O:18][C:19]([F:22])([F:20])[F:21])=[CH:16][CH:17]=3)[CH:8]=2)=[N:5]1. The yield is 0.580. (4) The reactants are [CH3:1][O:2][C:3]1[CH:4]=[C:5]2[C:10](=[CH:11][C:12]=1[O:13][CH3:14])[N:9]=[CH:8][N:7]=[C:6]2[O:15][C:16]1[CH:22]=[CH:21][C:19]([NH2:20])=[CH:18][CH:17]=1.C1(C)C=CC=CC=1.C(N(CC)CC)C.Cl[C:38](Cl)([O:40][C:41](=[O:47])OC(Cl)(Cl)Cl)Cl.[F:49][C:50]1[CH:57]=[CH:56][C:53](CO)=[CH:52][CH:51]=1. The catalyst is C(Cl)Cl. The product is [CH3:1][O:2][C:3]1[CH:4]=[C:5]2[C:10](=[CH:11][C:12]=1[O:13][CH3:14])[N:9]=[CH:8][N:7]=[C:6]2[O:15][C:16]1[CH:22]=[CH:21][C:19]([NH:20][C:41](=[O:47])[O:40][CH2:38][C:53]2[CH:56]=[CH:57][C:50]([F:49])=[CH:51][CH:52]=2)=[CH:18][CH:17]=1. The yield is 0.330.